This data is from Catalyst prediction with 721,799 reactions and 888 catalyst types from USPTO. The task is: Predict which catalyst facilitates the given reaction. (1) Reactant: [CH:1]1([CH:6]([NH:17][C:18]2[CH:23]=[CH:22][C:21]([C:24]([N:26]([CH3:34])[CH2:27][CH2:28][C:29]([O:31]CC)=[O:30])=[O:25])=[CH:20][CH:19]=2)[C:7]2[S:8][C:9]3[CH:16]=[CH:15][CH:14]=[CH:13][C:10]=3[C:11]=2[CH3:12])[CH2:5][CH2:4][CH2:3][CH2:2]1.O1CCCC1.[OH-].[Na+]. Product: [CH:1]1([CH:6]([NH:17][C:18]2[CH:23]=[CH:22][C:21]([C:24]([N:26]([CH3:34])[CH2:27][CH2:28][C:29]([OH:31])=[O:30])=[O:25])=[CH:20][CH:19]=2)[C:7]2[S:8][C:9]3[CH:16]=[CH:15][CH:14]=[CH:13][C:10]=3[C:11]=2[CH3:12])[CH2:5][CH2:4][CH2:3][CH2:2]1. The catalyst class is: 8. (2) Reactant: OC(C(F)(F)F)=O.[NH:8]1[CH2:11][CH:10]([C:12]2[CH:33]=[CH:32][C:15]3[C:16]4[N:17]=[C:18]([C:24]5[N:25]([CH:29]([CH3:31])[CH3:30])[N:26]=[CH:27][N:28]=5)[S:19][C:20]=4[CH2:21][CH2:22][O:23][C:14]=3[CH:13]=2)[CH2:9]1.[C-:34]#[N:35].[Na+].CC(C)=O.[CH2:41]1[CH2:45]OC[CH2:42]1. Product: [CH:29]([N:25]1[C:24]([C:18]2[S:19][C:20]3[CH2:21][CH2:22][O:23][C:14]4[CH:13]=[C:12]([CH:10]5[CH2:11][N:8]([C:41]([CH3:42])([CH3:45])[C:34]#[N:35])[CH2:9]5)[CH:33]=[CH:32][C:15]=4[C:16]=3[N:17]=2)=[N:28][CH:27]=[N:26]1)([CH3:31])[CH3:30]. The catalyst class is: 6. (3) Reactant: C(OC(=O)[NH:7][C:8]1[CH:13]=[C:12]([N:14]([CH3:16])[CH3:15])[C:11]([C:17]([F:20])([F:19])[F:18])=[CH:10][C:9]=1[NH:21][C:22](=[O:38])[CH2:23][C:24](=O)[C:25]1[CH:30]=[CH:29][CH:28]=[C:27]([C:31]2[CH:36]=[CH:35][CH:34]=[CH:33][N:32]=2)[CH:26]=1)(C)(C)C.C(O)(C(F)(F)F)=O. Product: [CH3:16][N:14]([CH3:15])[C:12]1[C:11]([C:17]([F:18])([F:20])[F:19])=[CH:10][C:9]2[NH:21][C:22](=[O:38])[CH2:23][C:24]([C:25]3[CH:30]=[CH:29][CH:28]=[C:27]([C:31]4[CH:36]=[CH:35][CH:34]=[CH:33][N:32]=4)[CH:26]=3)=[N:7][C:8]=2[CH:13]=1. The catalyst class is: 2.